The task is: Regression/Classification. Given a drug SMILES string, predict its absorption, distribution, metabolism, or excretion properties. Task type varies by dataset: regression for continuous measurements (e.g., permeability, clearance, half-life) or binary classification for categorical outcomes (e.g., BBB penetration, CYP inhibition). Dataset: cyp2c19_veith.. This data is from CYP2C19 inhibition data for predicting drug metabolism from PubChem BioAssay. The molecule is O=C(CNC(=O)c1cccs1)NCC(=O)OCc1ccc(Cl)cc1. The result is 1 (inhibitor).